This data is from Catalyst prediction with 721,799 reactions and 888 catalyst types from USPTO. The task is: Predict which catalyst facilitates the given reaction. (1) Reactant: [CH2:1]([N:8]1[CH:12]=[C:11]([C:13]([C@@H:15]2[CH2:19][CH2:18][C:17](=O)[N:16]2[CH2:21][CH2:22][NH:23][C:24](=[O:30])[O:25][C:26]([CH3:29])([CH3:28])[CH3:27])=[O:14])[C:10]([CH3:31])=[N:9]1)[C:2]1[CH:7]=[CH:6][CH:5]=[CH:4][CH:3]=1. The catalyst class is: 1. Product: [CH2:1]([N:8]1[CH:12]=[C:11]([C@@H:13]([OH:14])[C@@H:15]2[CH2:19][CH2:18][CH2:17][N:16]2[CH2:21][CH2:22][NH:23][C:24](=[O:30])[O:25][C:26]([CH3:28])([CH3:29])[CH3:27])[C:10]([CH3:31])=[N:9]1)[C:2]1[CH:3]=[CH:4][CH:5]=[CH:6][CH:7]=1. (2) Reactant: [OH2:1].Cl[C:3]1[N:4]=[N:5][C:6]([O:9][C:10]2[CH:15]=[CH:14][CH:13]=[CH:12][CH:11]=2)=[CH:7][CH:8]=1.[OH-].[Na+]. Product: [O:9]([C:6]1[CH:7]=[CH:8][C:3](=[O:1])[NH:4][N:5]=1)[C:10]1[CH:15]=[CH:14][CH:13]=[CH:12][CH:11]=1. The catalyst class is: 106. (3) Reactant: C([O:3][C:4](=O)[CH2:5][CH2:6][C@H:7]1[CH2:11][C:10]([F:13])([F:12])[CH2:9][N:8]1[C:14]([O:16][C:17]([CH3:20])([CH3:19])[CH3:18])=[O:15])C.[H-].[H-].[H-].[H-].[Li+].[Al+3]. Product: [F:13][C:10]1([F:12])[CH2:9][N:8]([C:14]([O:16][C:17]([CH3:18])([CH3:19])[CH3:20])=[O:15])[C@@H:7]([CH2:6][CH2:5][CH2:4][OH:3])[CH2:11]1. The catalyst class is: 1.